This data is from Peptide-MHC class I binding affinity with 185,985 pairs from IEDB/IMGT. The task is: Regression. Given a peptide amino acid sequence and an MHC pseudo amino acid sequence, predict their binding affinity value. This is MHC class I binding data. (1) The peptide sequence is KLLARFLFE. The MHC is HLA-A26:01 with pseudo-sequence HLA-A26:01. The binding affinity (normalized) is 0.0847. (2) The peptide sequence is SQNPLAELK. The MHC is HLA-A03:01 with pseudo-sequence HLA-A03:01. The binding affinity (normalized) is 0.0731. (3) The peptide sequence is RTTLWCDVR. The MHC is HLA-B48:01 with pseudo-sequence HLA-B48:01. The binding affinity (normalized) is 0.0847. (4) The binding affinity (normalized) is 0. The MHC is Mamu-A07 with pseudo-sequence Mamu-A07. The peptide sequence is LRPNGKKKYML.